From a dataset of NCI-60 drug combinations with 297,098 pairs across 59 cell lines. Regression. Given two drug SMILES strings and cell line genomic features, predict the synergy score measuring deviation from expected non-interaction effect. (1) Drug 1: CC12CCC(CC1=CCC3C2CCC4(C3CC=C4C5=CN=CC=C5)C)O. Drug 2: COCCOC1=C(C=C2C(=C1)C(=NC=N2)NC3=CC=CC(=C3)C#C)OCCOC.Cl. Cell line: RXF 393. Synergy scores: CSS=29.9, Synergy_ZIP=5.26, Synergy_Bliss=11.3, Synergy_Loewe=11.5, Synergy_HSA=12.3. (2) Drug 1: C1=CN(C(=O)N=C1N)C2C(C(C(O2)CO)O)O.Cl. Drug 2: CC1=C(C(=CC=C1)Cl)NC(=O)C2=CN=C(S2)NC3=CC(=NC(=N3)C)N4CCN(CC4)CCO. Cell line: HOP-92. Synergy scores: CSS=22.8, Synergy_ZIP=-0.132, Synergy_Bliss=10.7, Synergy_Loewe=7.57, Synergy_HSA=7.91. (3) Drug 1: C(=O)(N)NO. Drug 2: C1CNP(=O)(OC1)N(CCCl)CCCl. Cell line: TK-10. Synergy scores: CSS=2.73, Synergy_ZIP=-1.94, Synergy_Bliss=-2.52, Synergy_Loewe=0.376, Synergy_HSA=-1.05. (4) Drug 1: CS(=O)(=O)OCCCCOS(=O)(=O)C. Drug 2: C1=NNC2=C1C(=O)NC=N2. Synergy scores: CSS=5.78, Synergy_ZIP=-3.80, Synergy_Bliss=-2.13, Synergy_Loewe=-3.25, Synergy_HSA=-2.64. Cell line: TK-10. (5) Drug 1: CC(C1=C(C=CC(=C1Cl)F)Cl)OC2=C(N=CC(=C2)C3=CN(N=C3)C4CCNCC4)N. Drug 2: CC1=C(C(=O)C2=C(C1=O)N3CC4C(C3(C2COC(=O)N)OC)N4)N. Cell line: NCI-H226. Synergy scores: CSS=25.1, Synergy_ZIP=6.77, Synergy_Bliss=12.3, Synergy_Loewe=7.84, Synergy_HSA=12.0. (6) Drug 1: CN1CCC(CC1)COC2=C(C=C3C(=C2)N=CN=C3NC4=C(C=C(C=C4)Br)F)OC. Drug 2: CN(C)C1=NC(=NC(=N1)N(C)C)N(C)C. Cell line: A498. Synergy scores: CSS=13.0, Synergy_ZIP=-0.677, Synergy_Bliss=3.32, Synergy_Loewe=-14.9, Synergy_HSA=-1.26. (7) Drug 1: C1C(C(OC1N2C=NC3=C(N=C(N=C32)Cl)N)CO)O. Drug 2: CCN(CC)CCNC(=O)C1=C(NC(=C1C)C=C2C3=C(C=CC(=C3)F)NC2=O)C. Cell line: UACC-257. Synergy scores: CSS=5.45, Synergy_ZIP=-3.33, Synergy_Bliss=1.56, Synergy_Loewe=-7.11, Synergy_HSA=-1.85. (8) Drug 1: C1CCC(C1)C(CC#N)N2C=C(C=N2)C3=C4C=CNC4=NC=N3. Drug 2: CC1=C2C(C(=O)C3(C(CC4C(C3C(C(C2(C)C)(CC1OC(=O)C(C(C5=CC=CC=C5)NC(=O)C6=CC=CC=C6)O)O)OC(=O)C7=CC=CC=C7)(CO4)OC(=O)C)O)C)OC(=O)C. Cell line: HCT116. Synergy scores: CSS=68.2, Synergy_ZIP=16.6, Synergy_Bliss=15.5, Synergy_Loewe=-5.50, Synergy_HSA=14.2.